From a dataset of CYP2C19 inhibition data for predicting drug metabolism from PubChem BioAssay. Regression/Classification. Given a drug SMILES string, predict its absorption, distribution, metabolism, or excretion properties. Task type varies by dataset: regression for continuous measurements (e.g., permeability, clearance, half-life) or binary classification for categorical outcomes (e.g., BBB penetration, CYP inhibition). Dataset: cyp2c19_veith. (1) The compound is CCNc1ncc2nc(-c3ccc(F)cc3)c(=O)n(C[C@H]3CCCO3)c2n1. The result is 0 (non-inhibitor). (2) The drug is CCCc1cc(=O)[nH]c(SCc2cc(Cl)ccc2OC(F)F)n1. The result is 1 (inhibitor). (3) The molecule is Cc1cc(C)cc(-n2nnnc2SCC(=O)Nc2nc(-c3ccc(Cl)cc3)cs2)c1. The result is 1 (inhibitor). (4) The drug is O=C(Nc1cccc(Cl)c1N1CCCC1)c1cccc(-c2cc3ccccc3oc2=O)c1. The result is 1 (inhibitor). (5) The drug is Cc1ccc2nc(N3CCN(S(=O)(=O)c4ccc5c(c4)OCCO5)CC3)c(C#N)cc2c1. The result is 1 (inhibitor). (6) The result is 1 (inhibitor). The drug is Cc1cccc(CNc2nc(-c3cccc(NS(C)(=O)=O)c3)nc3ccccc23)c1. (7) The drug is Cc1cc(Cl)ccc1OCC(=O)N/N=C1\CCCc2ccccc21. The result is 0 (non-inhibitor). (8) The molecule is Cn1c(C[C@@H](O)c2nc3ccccc3n2C)nc2ccccc21. The result is 0 (non-inhibitor). (9) The molecule is CS(=O)(=O)N1CCC2(CC1)CN(Cc1ccccc1)C2. The result is 0 (non-inhibitor).